The task is: Regression. Given two drug SMILES strings and cell line genomic features, predict the synergy score measuring deviation from expected non-interaction effect.. This data is from NCI-60 drug combinations with 297,098 pairs across 59 cell lines. Drug 1: C1=C(C(=O)NC(=O)N1)F. Drug 2: CCC1=C2CN3C(=CC4=C(C3=O)COC(=O)C4(CC)O)C2=NC5=C1C=C(C=C5)O. Cell line: SF-539. Synergy scores: CSS=46.1, Synergy_ZIP=-12.1, Synergy_Bliss=-17.2, Synergy_Loewe=-15.1, Synergy_HSA=-11.6.